This data is from Forward reaction prediction with 1.9M reactions from USPTO patents (1976-2016). The task is: Predict the product of the given reaction. (1) The product is: [C:1]([O:5][C:6]([CH:7]1[CH:24]([C:20]2[CH:21]=[CH:22][CH:23]=[C:18]([Cl:17])[C:19]=2[F:36])[C:25]([C:28]2[CH:33]=[CH:32][C:31]([Cl:34])=[CH:30][C:29]=2[F:35])([C:26]#[N:27])[CH:9]([CH2:10][C:11]([CH3:15])([CH3:14])[CH:12]=[CH2:13])[NH:8]1)=[O:16])([CH3:4])([CH3:3])[CH3:2]. Given the reactants [C:1]([O:5][C:6](=[O:16])[CH2:7]/[N:8]=[CH:9]/[CH2:10][C:11]([CH3:15])([CH3:14])[CH:12]=[CH2:13])([CH3:4])([CH3:3])[CH3:2].[Cl:17][C:18]1[C:19]([F:36])=[C:20](/[CH:24]=[C:25](/[C:28]2[CH:33]=[CH:32][C:31]([Cl:34])=[CH:30][C:29]=2[F:35])\[C:26]#[N:27])[CH:21]=[CH:22][CH:23]=1.C(N(CC)CC)C, predict the reaction product. (2) Given the reactants Cl[C:2]1[N:17]=[CH:16][C:15]([F:18])=[CH:14][C:3]=1[C:4]([NH:6][C@H:7]1[CH2:12][CH2:11][C@H:10]([OH:13])[CH2:9][CH2:8]1)=[O:5].[CH3:19][S:20][C:21]1[CH:26]=[CH:25][C:24]([OH:27])=[CH:23][C:22]=1[O:28][CH3:29].C(=O)([O-])[O-].[Cs+].[Cs+], predict the reaction product. The product is: [F:18][C:15]1[CH:16]=[N:17][C:2]([O:27][C:24]2[CH:25]=[CH:26][C:21]([S:20][CH3:19])=[C:22]([O:28][CH3:29])[CH:23]=2)=[C:3]([CH:14]=1)[C:4]([NH:6][C@H:7]1[CH2:12][CH2:11][C@H:10]([OH:13])[CH2:9][CH2:8]1)=[O:5]. (3) Given the reactants [F:1][C:2]1[CH:3]=[C:4]([N:8]2[C:16]3[C:11](=[CH:12][CH:13]=[CH:14][CH:15]=3)[CH:10]=[C:9]2[C:17](=[O:19])[CH3:18])[CH:5]=[CH:6][CH:7]=1.[BH4-].[Na+], predict the reaction product. The product is: [F:1][C:2]1[CH:3]=[C:4]([N:8]2[C:16]3[C:11](=[CH:12][CH:13]=[CH:14][CH:15]=3)[CH:10]=[C:9]2[CH:17]([OH:19])[CH3:18])[CH:5]=[CH:6][CH:7]=1. (4) The product is: [BrH:22].[CH3:1][C:2]1[CH:7]=[C:6]([N+:8]([O-:10])=[O:9])[CH:5]=[CH:4][C:3]=1[N:11]=[C:12]1[N:16]([CH2:21][C:20]([CH3:23])=[CH2:19])[C:15]([CH3:18])([CH3:17])[CH2:14][S:13]1. Given the reactants [CH3:1][C:2]1[CH:7]=[C:6]([N+:8]([O-:10])=[O:9])[CH:5]=[CH:4][C:3]=1[N:11]=[C:12]1[NH:16][C:15]([CH3:18])([CH3:17])[CH2:14][S:13]1.[CH3:19][C:20](=[CH2:23])[CH2:21][Br:22], predict the reaction product.